From a dataset of Forward reaction prediction with 1.9M reactions from USPTO patents (1976-2016). Predict the product of the given reaction. (1) Given the reactants [F:1][C:2]1[CH:9]=[CH:8][C:7]([F:10])=[CH:6][C:3]=1[CH2:4]Cl.C(=O)([O-])[O-].[Cs+].[Cs+].[F:17][C:18]1[CH:19]=[C:20]([CH:25]=[CH:26][C:27]=1[C:28]1[C:36]2[C:31](=[CH:32][CH:33]=[CH:34][C:35]=2[F:37])[NH:30][N:29]=1)[C:21]([O:23][CH3:24])=[O:22], predict the reaction product. The product is: [F:1][C:2]1[CH:9]=[CH:8][C:7]([F:10])=[CH:6][C:3]=1[CH2:4][N:30]1[C:31]2[C:36](=[C:35]([F:37])[CH:34]=[CH:33][CH:32]=2)[C:28]([C:27]2[CH:26]=[CH:25][C:20]([C:21]([O:23][CH3:24])=[O:22])=[CH:19][C:18]=2[F:17])=[N:29]1. (2) The product is: [NH2:1][C:2]1[CH:7]=[CH:6][CH:5]=[CH:4][C:3]=1[NH:8][C:9]([C:11]1[NH:19][C:14]2[CH2:15][CH2:16][N:17]([C:34]([NH:35][C:36]3[CH:37]=[N:38][CH:39]=[CH:40][CH:41]=3)=[O:33])[CH2:18][C:13]=2[CH:12]=1)=[O:10]. Given the reactants [NH2:1][C:2]1[CH:7]=[CH:6][CH:5]=[CH:4][C:3]=1[NH:8][C:9]([C:11]1[NH:19][C:18]2[NH:17][CH2:16][CH2:15][CH2:14][C:13]=2[CH:12]=1)=[O:10].CCN(CC)CC.C1([O:33][C:34](=O)[NH:35][C:36]2[CH:37]=[N:38][CH:39]=[CH:40][CH:41]=2)C=CC=CC=1, predict the reaction product. (3) The product is: [F:25][C:16]1[C:15]2[O:14][CH2:13][C@H:12]([NH:11][CH2:42][CH:41]([CH3:44])[CH2:40][C:34]3[C:33]4[C:37](=[CH:38][CH:39]=[C:31]([F:30])[CH:32]=4)[NH:36][CH:35]=3)[CH2:21][C:20]=2[C:19]([C:22]([NH2:24])=[O:23])=[CH:18][CH:17]=1. Given the reactants C([C@@H]([C@H](C(O)=O)O)O)(O)=O.[NH2:11][C@@H:12]1[CH2:21][C:20]2[C:19]([C:22]([NH2:24])=[O:23])=[CH:18][CH:17]=[C:16]([F:25])[C:15]=2[O:14][CH2:13]1.C(O)(=O)C.[F:30][C:31]1[CH:32]=[C:33]2[C:37](=[CH:38][CH:39]=1)[NH:36][CH:35]=[C:34]2[CH2:40][CH:41]([CH3:44])[CH:42]=O.C([BH3-])#N.[Na+], predict the reaction product. (4) Given the reactants [CH3:1][O:2][C:3]1[CH:8]=[CH:7][CH:6]=[CH:5][C:4]=1[C:9]1[N:14]=[CH:13][N:12]=[C:11]([NH:15][NH2:16])[CH:10]=1.[CH3:17][C:18]1[CH:23]=[CH:22][C:21]([C:24]([CH3:26])=O)=[CH:20][CH:19]=1, predict the reaction product. The product is: [CH3:1][O:2][C:3]1[CH:8]=[CH:7][CH:6]=[CH:5][C:4]=1[C:9]1[N:14]=[CH:13][N:12]=[C:11]([NH:15][N:16]=[C:24]([C:21]2[CH:22]=[CH:23][C:18]([CH3:17])=[CH:19][CH:20]=2)[CH3:26])[CH:10]=1. (5) Given the reactants ClC(OCC(C)C)=O.[NH:9]([C:29]([O:31][C:32]([CH3:35])([CH3:34])[CH3:33])=[O:30])[C@H:10]([C:26]([OH:28])=O)[CH2:11][CH2:12][CH2:13][CH2:14][NH:15][C:16]([O:18][CH2:19][C:20]1[CH:25]=[CH:24][CH:23]=[CH:22][CH:21]=1)=[O:17].CN1CCOCC1.[NH2:43][C@H:44]([C:49]([NH:51][C@H:52]([C:57]([O:59][CH3:60])=[O:58])[CH2:53][CH:54]([CH3:56])[CH3:55])=[O:50])[CH2:45][CH:46]([CH3:48])[CH3:47].Cl, predict the reaction product. The product is: [NH:9]([C:29]([O:31][C:32]([CH3:35])([CH3:34])[CH3:33])=[O:30])[C@H:10]([C:26]([NH:43][C@H:44]([C:49]([NH:51][C@H:52]([C:57]([O:59][CH3:60])=[O:58])[CH2:53][CH:54]([CH3:55])[CH3:56])=[O:50])[CH2:45][CH:46]([CH3:47])[CH3:48])=[O:28])[CH2:11][CH2:12][CH2:13][CH2:14][NH:15][C:16]([O:18][CH2:19][C:20]1[CH:21]=[CH:22][CH:23]=[CH:24][CH:25]=1)=[O:17]. (6) Given the reactants [S:1]1[C:5]2[CH:6]=[CH:7][CH:8]=[CH:9][C:4]=2[N:3]=[C:2]1[NH:10][C:11]1[CH:40]=[CH:39][C:14]([O:15][C:16]2[C:17]([C:22]3([C:35]([O:37][CH3:38])=[O:36])[CH2:27][CH2:26][N:25]([C:28]([O:30][C:31]([CH3:34])([CH3:33])[CH3:32])=[O:29])[CH2:24][CH2:23]3)=[N:18][CH:19]=[CH:20][N:21]=2)=[CH:13][CH:12]=1.[CH3:41][C:42]([O:45][C:46](O[C:46]([O:45][C:42]([CH3:44])([CH3:43])[CH3:41])=[O:47])=[O:47])([CH3:44])[CH3:43].C1COCC1, predict the reaction product. The product is: [S:1]1[C:5]2[CH:6]=[CH:7][CH:8]=[CH:9][C:4]=2[N:3]=[C:2]1[N:10]([C:46]([O:45][C:42]([CH3:44])([CH3:43])[CH3:41])=[O:47])[C:11]1[CH:12]=[CH:13][C:14]([O:15][C:16]2[C:17]([C:22]3([C:35]([O:37][CH3:38])=[O:36])[CH2:27][CH2:26][N:25]([C:28]([O:30][C:31]([CH3:32])([CH3:33])[CH3:34])=[O:29])[CH2:24][CH2:23]3)=[N:18][CH:19]=[CH:20][N:21]=2)=[CH:39][CH:40]=1.